This data is from Forward reaction prediction with 1.9M reactions from USPTO patents (1976-2016). The task is: Predict the product of the given reaction. (1) Given the reactants [F:1][C:2]([F:26])([F:25])[C:3]1[CH:24]=[CH:23][C:6]([CH2:7][O:8][N:9]=[C:10]([C:12]2[CH:13]=[CH:14][C:15]([O:18][CH2:19][C:20](O)=[O:21])=[N:16][CH:17]=2)[CH3:11])=[CH:5][CH:4]=1.C(Cl)CCl.C1C=CC2N(O)N=[N:37]C=2C=1.C(N1CCOCC1)C.N, predict the reaction product. The product is: [F:1][C:2]([F:26])([F:25])[C:3]1[CH:24]=[CH:23][C:6]([CH2:7][O:8][N:9]=[C:10]([C:12]2[CH:13]=[CH:14][C:15]([O:18][CH2:19][C:20]([NH2:37])=[O:21])=[N:16][CH:17]=2)[CH3:11])=[CH:5][CH:4]=1. (2) Given the reactants C(OC([N:8]1[CH2:13][CH2:12][CH2:11][C@H:10]([O:14][C:15]2[CH:16]=[C:17]3[C:22](=[CH:23][CH:24]=2)[C:21](=[O:25])[NH:20][CH:19]=[C:18]3[CH3:26])[CH2:9]1)=O)(C)(C)C.C(O)(C(F)(F)F)=O, predict the reaction product. The product is: [CH3:26][C:18]1[C:17]2[C:22](=[CH:23][CH:24]=[C:15]([O:14][C@H:10]3[CH2:11][CH2:12][CH2:13][NH:8][CH2:9]3)[CH:16]=2)[C:21](=[O:25])[NH:20][CH:19]=1. (3) The product is: [CH3:46][O:45][C:38]1[CH:39]=[C:40]([O:43][CH3:44])[CH:41]=[CH:42][C:37]=1[NH:36][C:34](=[O:35])[N:33]([CH2:47][CH2:48][CH2:49][CH2:50][CH2:51][CH2:52][CH3:53])[CH2:32][CH2:31][C:27]1[CH:28]=[CH:29][CH:30]=[C:25]([OH:24])[CH:26]=1. Given the reactants [F-].C([N+](CCCC)(CCCC)CCCC)CCC.C([Si](C)(C)[O:24][C:25]1[CH:26]=[C:27]([CH2:31][CH2:32][N:33]([CH2:47][CH2:48][CH2:49][CH2:50][CH2:51][CH2:52][CH3:53])[C:34]([NH:36][C:37]2[CH:42]=[CH:41][C:40]([O:43][CH3:44])=[CH:39][C:38]=2[O:45][CH3:46])=[O:35])[CH:28]=[CH:29][CH:30]=1)(C)(C)C.O1CCCC1, predict the reaction product. (4) Given the reactants [Br:1][C:2]1[CH:7]=[CH:6][C:5]([F:8])=[CH:4][C:3]=1[C:9]([CH3:14])([CH3:13])[C:10]([OH:12])=O.ClC(Cl)(OC(=O)OC(Cl)(Cl)Cl)Cl.C(N(CC)CC)C.[CH2:34]([N:41]1[CH2:46][CH2:45][CH:44]([NH2:47])[CH2:43][CH2:42]1)[C:35]1[CH:40]=[CH:39][CH:38]=[CH:37][CH:36]=1, predict the reaction product. The product is: [CH2:34]([N:41]1[CH2:46][CH2:45][CH:44]([NH:47][C:10](=[O:12])[C:9]([C:3]2[CH:4]=[C:5]([F:8])[CH:6]=[CH:7][C:2]=2[Br:1])([CH3:14])[CH3:13])[CH2:43][CH2:42]1)[C:35]1[CH:36]=[CH:37][CH:38]=[CH:39][CH:40]=1. (5) Given the reactants Br[C:2]1[CH:3]=[C:4]2[C:9](=[CH:10][CH:11]=1)[C:8]([O:12][S:13]([C:16]([F:19])([F:18])[F:17])(=[O:15])=[O:14])=[C:7]([C@H:20]([O:26][C:27]([CH3:30])([CH3:29])[CH3:28])[C:21]([O:23][CH2:24][CH3:25])=[O:22])[C:6]([CH3:31])=[CH:5]2.[C:32]([Sn](CCCC)(CCCC)CCCC)#[C:33][CH3:34].C([O-])(O)=O.[Na+].C(N(CC)CC)C, predict the reaction product. The product is: [C:27]([O:26][C@@H:20]([C:7]1[C:6]([CH3:31])=[CH:5][C:4]2[C:9](=[CH:10][CH:11]=[C:2]([C:32]#[C:33][CH3:34])[CH:3]=2)[C:8]=1[O:12][S:13]([C:16]([F:19])([F:17])[F:18])(=[O:15])=[O:14])[C:21]([O:23][CH2:24][CH3:25])=[O:22])([CH3:28])([CH3:29])[CH3:30]. (6) The product is: [CH3:36][N:35]([CH3:37])[C:34]([C:32]1[N:31]([CH:39]2[CH2:43][CH2:42][CH2:41][CH2:40]2)[C:29]2[N:30]=[C:25]([NH:24][C:21]3[N:20]=[N:19][C:18]([C:16]([N:11]4[CH2:10][CH:9]5[NH:8][CH:13]([CH2:14][CH2:15]5)[CH2:12]4)=[O:17])=[CH:23][CH:22]=3)[N:26]=[CH:27][C:28]=2[CH:33]=1)=[O:38]. Given the reactants C(OC([N:8]1[CH:13]2[CH2:14][CH2:15][CH:9]1[CH2:10][N:11]([C:16]([C:18]1[N:19]=[N:20][C:21]([NH:24][C:25]3[N:26]=[CH:27][C:28]4[CH:33]=[C:32]([C:34](=[O:38])[N:35]([CH3:37])[CH3:36])[N:31]([CH:39]5[CH2:43][CH2:42][CH2:41][CH2:40]5)[C:29]=4[N:30]=3)=[CH:22][CH:23]=1)=[O:17])[CH2:12]2)=O)(C)(C)C.C(O)(C(F)(F)F)=O, predict the reaction product. (7) Given the reactants C[O-].[Na+].[Na].[CH2:5]([O:12][C:13]1[CH:20]=[CH:19][C:16]([CH:17]=O)=[CH:15][C:14]=1[N+:21]([O-:23])=[O:22])[C:6]1[CH:11]=[CH:10][CH:9]=[CH:8][CH:7]=1.[N:24]([CH2:27][C:28]([O:30][CH3:31])=[O:29])=[N+:25]=[N-:26], predict the reaction product. The product is: [N:24](/[C:27](=[CH:17]\[C:16]1[CH:19]=[CH:20][C:13]([O:12][CH2:5][C:6]2[CH:11]=[CH:10][CH:9]=[CH:8][CH:7]=2)=[C:14]([N+:21]([O-:23])=[O:22])[CH:15]=1)/[C:28]([O:30][CH3:31])=[O:29])=[N+:25]=[N-:26].